From a dataset of Full USPTO retrosynthesis dataset with 1.9M reactions from patents (1976-2016). Predict the reactants needed to synthesize the given product. (1) Given the product [Br:31][C:27]1[CH:26]=[C:25]([CH:20]2[C:19]3[CH:32]=[CH:33][CH:34]=[CH:35][C:18]=3[C:17]3[N:16]=[C:15]([NH:14][C:11]4[CH:10]=[CH:9][C:8]([CH2:7][CH2:6][N:37]([CH2:38][CH2:39][CH2:40][CH3:41])[CH3:36])=[CH:13][CH:12]=4)[N:24]=[CH:23][C:22]=3[CH2:21]2)[CH:30]=[CH:29][CH:28]=1, predict the reactants needed to synthesize it. The reactants are: CS(O[CH2:6][CH2:7][C:8]1[CH:13]=[CH:12][C:11]([NH:14][C:15]2[N:24]=[CH:23][C:22]3[CH2:21][CH:20]([C:25]4[CH:30]=[CH:29][CH:28]=[C:27]([Br:31])[CH:26]=4)[C:19]4[CH:32]=[CH:33][CH:34]=[CH:35][C:18]=4[C:17]=3[N:16]=2)=[CH:10][CH:9]=1)(=O)=O.[CH3:36][NH:37][CH2:38][CH2:39][CH2:40][CH3:41]. (2) Given the product [O:26]=[C:25]1[N:11]([NH:12][C:13]([C:15]2[NH:16][C:17]3[C:22]([CH:23]=2)=[CH:21][C:20]([Cl:24])=[CH:19][CH:18]=3)=[O:14])[C:9](=[O:10])[CH:2]([C:3]2[CH:8]=[CH:7][CH:6]=[CH:5][CH:4]=2)[NH:1]1, predict the reactants needed to synthesize it. The reactants are: [NH2:1][CH:2]([C:9]([NH:11][NH:12][C:13]([C:15]1[NH:16][C:17]2[C:22]([CH:23]=1)=[CH:21][C:20]([Cl:24])=[CH:19][CH:18]=2)=[O:14])=[O:10])[C:3]1[CH:8]=[CH:7][CH:6]=[CH:5][CH:4]=1.[C:25](N1C=CN=C1)(N1C=CN=C1)=[O:26].C(O)(=O)CC(CC(O)=O)(C(O)=O)O.